Dataset: Forward reaction prediction with 1.9M reactions from USPTO patents (1976-2016). Task: Predict the product of the given reaction. (1) Given the reactants [N:1]1[C:14]2[C:13]3[C:8](=[CH:9][CH:10]=[CH:11][N:12]=3)[C:7](=O)[C:6](=O)[C:5]=2[CH:4]=[CH:3][CH:2]=1.[CH:17]1[C:30]2[C:21](=[CH:22][C:23]3[C:28]([C:29]=2[CH:31]=O)=[CH:27][CH:26]=[CH:25][CH:24]=3)[CH:20]=[CH:19][CH:18]=1.C([O-])(=O)C.[NH4+:37].[NH3:38], predict the reaction product. The product is: [CH:17]1[C:30]2[C:21](=[CH:22][C:23]3[C:28]([C:29]=2[C:31]2[NH:37][C:7]4[C:6]([N:38]=2)=[C:5]2[C:14](=[C:13]5[C:8]=4[CH:9]=[CH:10][CH:11]=[N:12]5)[N:1]=[CH:2][CH:3]=[CH:4]2)=[CH:27][CH:26]=[CH:25][CH:24]=3)[CH:20]=[CH:19][CH:18]=1. (2) Given the reactants [NH3:1].[Cl:2][C:3]1[C:8]([N+:9]([O-:11])=[O:10])=[C:7](Cl)[N:6]=[C:5]([C:13]2[CH:18]=[CH:17][C:16]([F:19])=[CH:15][CH:14]=2)[N:4]=1.Cl, predict the reaction product. The product is: [NH2:1][C:7]1[C:8]([N+:9]([O-:11])=[O:10])=[C:3]([Cl:2])[N:4]=[C:5]([C:13]2[CH:18]=[CH:17][C:16]([F:19])=[CH:15][CH:14]=2)[N:6]=1. (3) Given the reactants [C:1]([O:5][C:6](=[O:11])[NH:7][CH2:8][C:9]#[CH:10])([CH3:4])([CH3:3])[CH3:2].Cl.I[C:14]1[CH:15]=[C:16]2[C:21](=[CH:22][CH:23]=1)[N:20]=[CH:19][N:18]=[C:17]2[NH:24][C:25]1[CH:30]=[CH:29][C:28]([O:31][C:32]2[CH:33]=[N:34][C:35]([CH3:38])=[CH:36][CH:37]=2)=[C:27]([CH3:39])[CH:26]=1.C(NC(C)C)(C)C, predict the reaction product. The product is: [C:1]([O:5][C:6](=[O:11])[NH:7][CH2:8][C:9]#[C:10][C:14]1[CH:15]=[C:16]2[C:21](=[CH:22][CH:23]=1)[N:20]=[CH:19][N:18]=[C:17]2[NH:24][C:25]1[CH:30]=[CH:29][C:28]([O:31][C:32]2[CH:33]=[N:34][C:35]([CH3:38])=[CH:36][CH:37]=2)=[C:27]([CH3:39])[CH:26]=1)([CH3:4])([CH3:3])[CH3:2]. (4) The product is: [C:1]([C:5]1[N:6]=[C:7]([N:16]2[CH2:20][CH2:19][C:18]([F:21])([F:22])[CH2:17]2)[C:8]2[N:13]=[N:12][N:11]([CH2:14][C:15]3[CH:30]=[CH:29][N:28]=[CH:27][CH:23]=3)[C:9]=2[N:10]=1)([CH3:2])([CH3:3])[CH3:4]. Given the reactants [C:1]([C:5]1[N:6]=[C:7]([N:16]2[CH2:20][CH2:19][C:18]([F:22])([F:21])[CH2:17]2)[C:8]2[N:13]=[N:12][N:11]([CH2:14][CH3:15])[C:9]=2[N:10]=1)([CH3:4])([CH3:3])[CH3:2].[C:23]([C:27]1[N:28]=[C:29](N2CCC(F)(F)C2)[C:30]2N=NNC=2N=1)(C)(C)C.Br.BrCC1C=CN=CC=1, predict the reaction product. (5) The product is: [OH:1][C@@H:2]1[C@H:18]2[C@@H:9]([CH2:10][CH2:11][CH:12]3[C@:17]2([CH3:19])[CH2:16][CH2:15][CH2:14][CH2:13]3)[C@H:8]2[C@@:4]([CH3:23])([C@@H:5]([C:20](=[O:22])[CH3:21])[CH2:6][CH2:7]2)[CH2:3]1. Given the reactants [OH:1][C@@H:2]1[C@H:18]2[C@@H:9]([CH2:10][CH:11]=[C:12]3[C@:17]2([CH3:19])[CH2:16][CH2:15][CH:14]=[CH:13]3)[C@H:8]2[C@@:4]([CH3:23])([C@@H:5]([C:20](=[O:22])[CH3:21])[CH2:6][CH2:7]2)[CH2:3]1.[H][H], predict the reaction product.